Dataset: Forward reaction prediction with 1.9M reactions from USPTO patents (1976-2016). Task: Predict the product of the given reaction. Given the reactants [C:1]([C:5]1[N:6]=[C:7]2[CH:12]=[CH:11][C:10]([C:13]([O:15][CH3:16])=[O:14])=[CH:9][N:8]2[CH:17]=1)([CH3:4])([CH3:3])[CH3:2].Cl, predict the reaction product. The product is: [C:1]([C:5]1[N:6]=[C:7]2[CH2:12][CH2:11][CH:10]([C:13]([O:15][CH3:16])=[O:14])[CH2:9][N:8]2[CH:17]=1)([CH3:4])([CH3:2])[CH3:3].